From a dataset of Full USPTO retrosynthesis dataset with 1.9M reactions from patents (1976-2016). Predict the reactants needed to synthesize the given product. (1) Given the product [OH:3][C:2]([C:4]([F:7])([F:6])[F:5])=[O:1].[CH3:8][O:9][C:10]1[CH:11]=[C:12]2[C:17](=[CH:18][C:19]=1[O:20][CH3:21])[N:16]=[CH:15][CH:14]=[C:13]2[O:22][C:23]1[CH:28]=[CH:27][C:26]([NH:29][C:30]([C:32]2[C:33](=[O:46])[N:34]([C:39]3[CH:44]=[CH:43][C:42]([F:45])=[CH:41][CH:40]=3)[C:35](=[O:38])[N:36]([CH2:50][C:49]#[CH:48])[N:37]=2)=[O:31])=[CH:25][C:24]=1[F:47], predict the reactants needed to synthesize it. The reactants are: [OH:1][C:2]([C:4]([F:7])([F:6])[F:5])=[O:3].[CH3:8][O:9][C:10]1[CH:11]=[C:12]2[C:17](=[CH:18][C:19]=1[O:20][CH3:21])[N:16]=[CH:15][CH:14]=[C:13]2[O:22][C:23]1[CH:28]=[CH:27][C:26]([NH:29][C:30]([C:32]2[C:33](=[O:46])[N:34]([C:39]3[CH:44]=[CH:43][C:42]([F:45])=[CH:41][CH:40]=3)[C:35](=[O:38])[NH:36][N:37]=2)=[O:31])=[CH:25][C:24]=1[F:47].[CH2:48](Br)[C:49]#[CH:50].C(=O)([O-])[O-].[K+].[K+]. (2) Given the product [ClH:40].[CH2:1]([N:3]1[CH:7]=[C:6]([S:8]([N:11]2[C:15]([C:16]3[C:17]([F:22])=[N:18][CH:19]=[CH:20][CH:21]=3)=[C:14]([F:23])[C:13]([CH2:24][NH:25][CH3:26])=[CH:12]2)(=[O:9])=[O:10])[CH:5]=[N:4]1)[CH3:2], predict the reactants needed to synthesize it. The reactants are: [CH2:1]([N:3]1[CH:7]=[C:6]([S:8]([N:11]2[C:15]([C:16]3[C:17]([F:22])=[N:18][CH:19]=[CH:20][CH:21]=3)=[C:14]([F:23])[C:13]([CH2:24][N:25](C)[C:26](=O)OC(C)(C)C)=[CH:12]2)(=[O:10])=[O:9])[CH:5]=[N:4]1)[CH3:2].C(OCC)(=O)C.[ClH:40]. (3) The reactants are: Cl.O.[OH:3][C:4]12[C:15]3[C:10](=[C:11]([N+:16]([O-])=O)[CH:12]=[CH:13][CH:14]=3)[C:9](=[O:19])[C:8]1([NH:20][C:21]([C:23]1[CH:24]=[N:25][N:26]3[C:31]([CH3:32])=[CH:30][C:29]([CH3:33])=[N:28][C:27]=13)=[O:22])[C:7]1[CH:34]=[CH:35][C:36]([CH:38]([CH3:40])[CH3:39])=[CH:37][C:6]=1[O:5]2. Given the product [NH2:16][C:11]1[CH:12]=[CH:13][CH:14]=[C:15]2[C:10]=1[C:9](=[O:19])[C:8]1([NH:20][C:21]([C:23]3[CH:24]=[N:25][N:26]4[C:31]([CH3:32])=[CH:30][C:29]([CH3:33])=[N:28][C:27]=34)=[O:22])[C:7]3[CH:34]=[CH:35][C:36]([CH:38]([CH3:40])[CH3:39])=[CH:37][C:6]=3[O:5][C:4]12[OH:3], predict the reactants needed to synthesize it.